This data is from Full USPTO retrosynthesis dataset with 1.9M reactions from patents (1976-2016). The task is: Predict the reactants needed to synthesize the given product. (1) Given the product [CH2:57]([N:33]([CH2:31][CH3:32])[C:34]([N:36]1[CH2:37][CH2:38][N:39]([C:42]2[CH:47]=[CH:46][C:45]([OH:48])=[C:44]([F:56])[CH:43]=2)[CH2:40][CH2:41]1)=[O:35])[CH3:58], predict the reactants needed to synthesize it. The reactants are: C(OC1C=CC(N2CCN(CCCC3CCCCC3)CC2)=CC=1Cl)C1C=CC=CC=1.[CH2:31]([N:33]([CH2:57][CH3:58])[C:34]([N:36]1[CH2:41][CH2:40][N:39]([C:42]2[CH:47]=[CH:46][C:45]([O:48]CC3C=CC=CC=3)=[C:44]([F:56])[CH:43]=2)[CH2:38][CH2:37]1)=[O:35])[CH3:32]. (2) Given the product [Br:13][C:14]1[CH:15]=[CH:16][C:17]([C@H:20]([NH2:25])[CH:21]([F:23])[F:22])=[CH:18][CH:19]=1, predict the reactants needed to synthesize it. The reactants are: BrC1C=CC(C(=O)C(F)F)=CC=1.[Br:13][C:14]1[CH:19]=[CH:18][C:17]([C@H:20]([NH2:25])[C:21](F)([F:23])[F:22])=[CH:16][CH:15]=1. (3) Given the product [CH3:29][O:30][C:7]1[CH:8]=[C:9]2[C:4]([C:3]([C:10]([O:12][CH2:13][C:14]34[CH2:15][N:17]([CH2:18][CH2:19]3)[CH2:20][CH2:21]4)=[O:11])=[CH:2][NH:1]2)=[CH:5][CH:6]=1, predict the reactants needed to synthesize it. The reactants are: [NH:1]1[C:9]2[C:4](=[CH:5][CH:6]=[CH:7][CH:8]=2)[C:3]([C:10]([O:12][CH2:13][C:14]23[CH2:21][CH2:20][N:17]([CH2:18][CH2:19]2)C[CH2:15]3)=[O:11])=[CH:2]1.N12CC([CH2:29][OH:30])(CC1)CC2. (4) Given the product [CH2:7]([O:9][C:10](=[O:31])[CH2:11][CH2:12][CH2:13][CH2:14][CH2:15][CH2:16][N:17]([C:24]1[CH:29]=[C:28]([O:30][CH2:33][CH3:34])[CH:27]=[CH:26][N:25]=1)[C:18]1[CH:23]=[CH:22][CH:21]=[CH:20][N:19]=1)[CH3:8], predict the reactants needed to synthesize it. The reactants are: C([O-])([O-])=O.[K+].[K+].[CH2:7]([O:9][C:10](=[O:31])[CH2:11][CH2:12][CH2:13][CH2:14][CH2:15][CH2:16][N:17]([C:24]1[CH:29]=[C:28]([OH:30])[CH:27]=[CH:26][N:25]=1)[C:18]1[CH:23]=[CH:22][CH:21]=[CH:20][N:19]=1)[CH3:8].I[CH2:33][CH3:34].CCOC(C)=O. (5) Given the product [OH:8][C@H:5]1[CH2:6][CH2:7][C@H:2]([N:1]2[C:12](=[O:13])[C:11]3[C:10](=[CH:18][CH:17]=[CH:16][CH:15]=3)[C:9]2=[O:14])[CH2:3][CH2:4]1, predict the reactants needed to synthesize it. The reactants are: [NH2:1][C@H:2]1[CH2:7][CH2:6][C@H:5]([OH:8])[CH2:4][CH2:3]1.[C:9]1(=O)[O:14][C:12](=[O:13])[C:11]2=[CH:15][CH:16]=[CH:17][CH:18]=[C:10]12.C(N(CCCC)CCCC)CCC. (6) Given the product [Cl:1][C:2]1[CH:3]=[CH:4][C:5]2[C:13]([NH:14][C:15]3[CH:20]=[CH:19][CH:18]=[C:17]([C:21]([F:24])([F:23])[F:22])[CH:16]=3)=[N:25][O:26][C:6]=2[C:7]=1[C:8]([O:10][CH3:11])=[O:9], predict the reactants needed to synthesize it. The reactants are: [Cl:1][C:2]1[C:7]([C:8]([O:10][CH3:11])=[O:9])=[C:6](F)[C:5]([C:13](=[N:25][OH:26])[NH:14][C:15]2[CH:20]=[CH:19][CH:18]=[C:17]([C:21]([F:24])([F:23])[F:22])[CH:16]=2)=[CH:4][CH:3]=1.[H-].[Na+]. (7) The reactants are: [NH:1]1[C:9]2[C:4](=[N:5][CH:6]=[CH:7][CH:8]=2)[C:3]([NH2:10])=[CH:2]1.Cl[CH2:12][C:13](=[N:17][OH:18])[CH2:14][CH2:15]Cl. Given the product [NH:1]1[C:9]2[C:4](=[N:5][CH:6]=[CH:7][CH:8]=2)[C:3]([N:10]2[CH2:15][CH2:14]/[C:13](=[N:17]/[OH:18])/[CH2:12]2)=[CH:2]1, predict the reactants needed to synthesize it.